Predict the reactants needed to synthesize the given product. From a dataset of Full USPTO retrosynthesis dataset with 1.9M reactions from patents (1976-2016). (1) The reactants are: [NH2:1][C:2]1[N:7]=[C:6](S(C)=O)[C:5]([C:11]#[N:12])=[C:4]([N:13]2[CH:17]=[CH:16][CH:15]=[N:14]2)[N:3]=1.[CH:18]1[C:27]2[C:22](=[CH:23][CH:24]=[CH:25][CH:26]=2)[CH:21]=[C:20]([CH2:28][OH:29])[N:19]=1.C1CCN2C(=NCCC2)CC1. Given the product [NH2:1][C:2]1[N:7]=[C:6]([O:29][CH2:28][C:20]2[N:19]=[CH:18][C:27]3[C:22]([CH:21]=2)=[CH:23][CH:24]=[CH:25][CH:26]=3)[C:5]([C:11]#[N:12])=[C:4]([N:13]2[CH:17]=[CH:16][CH:15]=[N:14]2)[N:3]=1, predict the reactants needed to synthesize it. (2) Given the product [CH2:1]([O:5][C:6]([C:8]1[N:9]=[C:10]([CH2:27][CH:28]([CH3:33])[CH3:29])[C:11]2[C:16]([C:17]=1[O:18][CH2:19][C:20]1[CH:25]=[CH:24][CH:23]=[CH:22][CH:21]=1)=[CH:15][CH:14]=[CH:13][CH:12]=2)=[O:7])[CH2:2][CH2:3][CH3:4], predict the reactants needed to synthesize it. The reactants are: [CH2:1]([O:5][C:6]([C:8]1[N:9]=[C:10](Br)[C:11]2[C:16]([C:17]=1[O:18][CH2:19][C:20]1[CH:25]=[CH:24][CH:23]=[CH:22][CH:21]=1)=[CH:15][CH:14]=[CH:13][CH:12]=2)=[O:7])[CH2:2][CH2:3][CH3:4].[CH3:27][CH:28]([CH3:33])[CH2:29]B(O)O.C([O-])([O-])=O.[K+].[K+]. (3) Given the product [Br:1][C:2]1[CH:3]=[CH:4][C:5]([CH:8]([NH2:17])[C:9]2[CH:14]=[CH:13][C:12]([F:15])=[CH:11][C:10]=2[F:16])=[CH:6][CH:7]=1, predict the reactants needed to synthesize it. The reactants are: [Br:1][C:2]1[CH:7]=[CH:6][C:5]([CH:8]([N:17]=[N+]=[N-])[C:9]2[CH:14]=[CH:13][C:12]([F:15])=[CH:11][C:10]=2[F:16])=[CH:4][CH:3]=1.C(S)CCS.CCN(CC)CC. (4) Given the product [CH2:26]([O:28][CH2:29][C:30]([NH:18][C:9]1[CH:10]=[N:11][C:12]2[C:17]([C:8]=1[NH:7][N:1]1[CH2:2][CH2:3][O:4][CH2:5][CH2:6]1)=[CH:16][CH:15]=[CH:14][CH:13]=2)=[O:31])[CH3:27], predict the reactants needed to synthesize it. The reactants are: [N:1]1([NH:7][C:8]2[C:17]3[C:12](=[CH:13][CH:14]=[CH:15][CH:16]=3)[N:11]=[CH:10][C:9]=2[NH2:18])[CH2:6][CH2:5][O:4][CH2:3][CH2:2]1.C(N(CC)CC)C.[CH2:26]([O:28][CH2:29][C:30](Cl)=[O:31])[CH3:27]. (5) Given the product [O:45]([CH2:52][C:53]1[CH:54]=[CH:55][C:56]([CH2:57][NH:58][C:38](=[O:40])[C:37]2[CH:41]=[CH:42][CH:43]=[N:44][C:36]=2[NH2:35])=[CH:59][CH:60]=1)[C:46]1[CH:51]=[CH:50][CH:49]=[CH:48][CH:47]=1, predict the reactants needed to synthesize it. The reactants are: CN([P+](ON1N=NC2C=CC=CC1=2)(N(C)C)N(C)C)C.F[P-](F)(F)(F)(F)F.C(N(CC)CC)C.[NH2:35][C:36]1[N:44]=[CH:43][CH:42]=[CH:41][C:37]=1[C:38]([OH:40])=O.[O:45]([CH2:52][C:53]1[CH:60]=[CH:59][C:56]([CH2:57][NH2:58])=[CH:55][CH:54]=1)[C:46]1[CH:51]=[CH:50][CH:49]=[CH:48][CH:47]=1. (6) The reactants are: COC([N:5]1[CH:10]=[C:9]([C@@H:11]2[CH2:15][CH2:14][CH2:13][N:12]2[CH3:16])[CH2:8][C:7]([CH:17]=[O:18])=[CH:6]1)=O. Given the product [CH3:16][N:12]1[CH2:13][CH2:14][CH2:15][C@H:11]1[C:9]1[CH2:8][C:7]([CH:17]=[O:18])=[CH:6][NH:5][CH:10]=1, predict the reactants needed to synthesize it. (7) Given the product [Cl:1][C:2]1[CH:7]=[CH:6][C:5]([CH2:8][CH:9]([CH:11]2[CH2:16][CH2:15][O:14][CH2:13][CH2:12]2)[NH2:30])=[CH:4][C:3]=1[O:17][CH2:18][CH2:19][CH2:20][O:21][CH3:22], predict the reactants needed to synthesize it. The reactants are: [Cl:1][C:2]1[CH:7]=[CH:6][C:5]([CH2:8][C:9]([CH:11]2[CH2:16][CH2:15][O:14][CH2:13][CH2:12]2)=O)=[CH:4][C:3]=1[O:17][CH2:18][CH2:19][CH2:20][O:21][CH3:22].C([O-])(=O)C.[NH4+].[BH3-]C#[N:30].[Na+]. (8) Given the product [C:1]([C:3]1[CH:4]=[CH:5][C:6]([C:9]2[CH:10]=[N:11][N:12]3[CH:17]=[CH:16][C:15]([C:18]4[CH:26]=[CH:25][C:21]([C:22]([OH:24])=[O:23])=[CH:20][CH:19]=4)=[N:14][C:13]=23)=[CH:7][CH:8]=1)#[N:2], predict the reactants needed to synthesize it. The reactants are: [C:1]([C:3]1[CH:8]=[CH:7][C:6]([C:9]2[CH:10]=[N:11][N:12]3[CH:17]=[CH:16][C:15]([C:18]4[CH:26]=[CH:25][C:21]([C:22]([O-:24])=[O:23])=[CH:20][CH:19]=4)=[N:14][C:13]=23)=[CH:5][CH:4]=1)#[N:2].[Li+].[OH-]. (9) Given the product [CH3:1][O:2][C:3]1[CH:4]=[CH:5][C:6]([O:9][CH2:16][O:17][CH3:18])=[CH:7][N:8]=1, predict the reactants needed to synthesize it. The reactants are: [CH3:1][O:2][C:3]1[N:8]=[CH:7][C:6]([OH:9])=[CH:5][CH:4]=1.C([O-])([O-])=O.[K+].[K+].[CH3:16][O:17][CH2:18]Br. (10) Given the product [CH3:29][N:30]([N:19]=[N:1][C:2]1[CH:6]=[C:5]([C:7]([CH3:9])([CH3:8])[CH3:10])[Se:4][C:3]=1[C:11]#[N:12])[CH3:31], predict the reactants needed to synthesize it. The reactants are: [NH2:1][C:2]1[CH:6]=[C:5]([C:7]([CH3:10])([CH3:9])[CH3:8])[Se:4][C:3]=1[C:11]#[N:12].F[B-](F)(F)F.[H+].[N:19]([O-])=O.[Na+].C(=O)([O-])[O-].[K+].[K+].[CH3:29][NH:30][CH3:31].